Dataset: Catalyst prediction with 721,799 reactions and 888 catalyst types from USPTO. Task: Predict which catalyst facilitates the given reaction. (1) Reactant: [CH:1]([NH:3][NH2:4])=[O:2].[CH2:5]([O:7][C:8](=[O:15])[CH2:9][C:10](OCC)=[NH:11])[CH3:6]. Product: [CH2:5]([O:7][C:8](=[O:15])[CH2:9][C:10]([NH2:11])=[N:4][NH:3][CH:1]=[O:2])[CH3:6]. The catalyst class is: 8. (2) Reactant: Br[C:2]1[CH:7]=[CH:6][C:5]([CH:8]([O:13][Si:14]([C:17]([CH3:20])([CH3:19])[CH3:18])([CH3:16])[CH3:15])[C:9]([CH3:12])([CH3:11])[CH3:10])=[CH:4][CH:3]=1.[C:21](=[O:24])([O-])[O-:22].[Cs+].[Cs+].[CH:27]([N:30](C(C)C)CC)(C)[CH3:28].[CH3:36][CH:37](C1C=C(C(C)C)C(C2C=CC=CC=2P(C2CCCCC2)C2CCCCC2)=C(C(C)C)C=1)C. Product: [Si:14]([O:13][CH:8]([C:5]1[CH:6]=[CH:7][C:2]([NH:30][CH2:27][CH2:28][C:21]([O:22][CH2:36][CH3:37])=[O:24])=[CH:3][CH:4]=1)[C:9]([CH3:12])([CH3:11])[CH3:10])([C:17]([CH3:20])([CH3:19])[CH3:18])([CH3:16])[CH3:15]. The catalyst class is: 164. (3) Reactant: [Br:1][C:2]1[CH:7]=[CH:6][C:5]([CH2:8]O)=[CH:4][C:3]=1[CH3:10].C(Br)(Br)(Br)[Br:12].C1C=CC(P(C2C=CC=CC=2)C2C=CC=CC=2)=CC=1. Product: [Br:1][C:2]1[CH:7]=[CH:6][C:5]([CH2:8][Br:12])=[CH:4][C:3]=1[CH3:10]. The catalyst class is: 2. (4) Reactant: [CH3:1][CH:2]([CH2:4][CH2:5][CH2:6][C@@H:7]([C@@H:9]1[C@:26]2([CH3:27])[C@H:12]([C:13]3[O:14][C:15](=[O:29])[CH:16]4[C@:21]([C:23]=3[CH2:24][CH2:25]2)([CH3:22])[CH2:20][CH2:19][C:18](=[O:28])[CH2:17]4)[CH2:11][CH2:10]1)[CH3:8])[CH3:3].[BH4-].[Na+].[Cl-].[NH4+]. Product: [OH:28][C@H:18]1[CH2:19][CH2:20][C@@:21]2([CH3:22])[C@@H:16]([C:15](=[O:29])[O:14][C:13]3[C@H:12]4[C@:26]([CH3:27])([CH2:25][CH2:24][C:23]=32)[C@@H:9]([C@H:7]([CH3:8])[CH2:6][CH2:5][CH2:4][CH:2]([CH3:3])[CH3:1])[CH2:10][CH2:11]4)[CH2:17]1. The catalyst class is: 138. (5) Reactant: [BH4-].[Na+].[O:3]=[C:4]1[CH:11]2[CH2:12][C:7]3([C:14]([NH:16][C@H:17]4[CH2:22][CH2:21][CH2:20][N:19]([C:23]([O:25][CH2:26][C:27]5[CH:32]=[CH:31][CH:30]=[CH:29][CH:28]=5)=[O:24])[CH2:18]4)=[O:15])[CH2:8][CH:9]([CH2:13][CH:5]1[CH2:6]3)[CH2:10]2.CO. Product: [OH:3][CH:4]1[CH:11]2[CH2:12][C:7]3([C:14]([NH:16][C@H:17]4[CH2:22][CH2:21][CH2:20][N:19]([C:23]([O:25][CH2:26][C:27]5[CH:32]=[CH:31][CH:30]=[CH:29][CH:28]=5)=[O:24])[CH2:18]4)=[O:15])[CH2:8][CH:9]([CH2:13][CH:5]1[CH2:6]3)[CH2:10]2. The catalyst class is: 13. (6) Reactant: C[O:2][C:3](=O)[C:4]1[CH:9]=[C:8]([CH2:10][CH2:11][CH3:12])[C:7]([O:13][CH3:14])=[C:6]([O:15][CH3:16])[C:5]=1C.CC(C[AlH]CC(C)C)C.C(C(C(C([O-])=O)O)O)([O-])=O.[K+].[K+]. Product: [CH3:16][O:15][C:6]1[CH:5]=[C:4]([CH:9]=[C:8]([CH2:10][CH2:11][CH3:12])[C:7]=1[O:13][CH3:14])[CH2:3][OH:2]. The catalyst class is: 2. (7) Reactant: C([N:8]1[CH2:13][CH2:12][C@@H:11]([O:14][CH3:15])[C@H:10]([NH:16][C:17](=[O:23])[O:18][C:19]([CH3:22])([CH3:21])[CH3:20])[CH2:9]1)C1C=CC=CC=1.[H][H]. Product: [CH3:15][O:14][C@@H:11]1[CH2:12][CH2:13][NH:8][CH2:9][C@H:10]1[NH:16][C:17](=[O:23])[O:18][C:19]([CH3:21])([CH3:20])[CH3:22]. The catalyst class is: 19.